From a dataset of Peptide-MHC class II binding affinity with 134,281 pairs from IEDB. Regression. Given a peptide amino acid sequence and an MHC pseudo amino acid sequence, predict their binding affinity value. This is MHC class II binding data. (1) The peptide sequence is GETLLRAVESYLLAH. The MHC is DRB3_0202 with pseudo-sequence DRB3_0202. The binding affinity (normalized) is 0.412. (2) The peptide sequence is LRLSALRGLFSAVIE. The MHC is DRB1_0101 with pseudo-sequence DRB1_0101. The binding affinity (normalized) is 1.00. (3) The peptide sequence is EAKYWCPDSMEYNCP. The MHC is HLA-DQA10201-DQB10303 with pseudo-sequence HLA-DQA10201-DQB10303. The binding affinity (normalized) is 0. (4) The peptide sequence is FKLLQNSQVYSLIRP. The MHC is DRB3_0101 with pseudo-sequence DRB3_0101. The binding affinity (normalized) is 0.224. (5) The peptide sequence is TPESATPFPHRKGVL. The MHC is HLA-DQA10201-DQB10202 with pseudo-sequence HLA-DQA10201-DQB10202. The binding affinity (normalized) is 0.137. (6) The peptide sequence is NMPNGLIAQFYQPEREKV. The MHC is DRB1_0404 with pseudo-sequence DRB1_0404. The binding affinity (normalized) is 0. (7) The peptide sequence is TSAAKVICVSPVMSG. The MHC is H-2-IAb with pseudo-sequence H-2-IAb. The binding affinity (normalized) is 0.437.